This data is from Catalyst prediction with 721,799 reactions and 888 catalyst types from USPTO. The task is: Predict which catalyst facilitates the given reaction. (1) Reactant: C(OC(=O)CCCOC1C=CC=C(CCCCCCOC2C=C([C:33]3[CH:38]=[CH:37][C:36](F)=[C:35]([F:40])[CH:34]=3)C=C(C(=O)N(C)C)C=2)C=1CCC(OCC)=O)C.[CH2:49]([O:51][C:52](=[O:98])[CH2:53][CH2:54][CH2:55][O:56][C:57]1[CH:62]=[CH:61][CH:60]=[C:59]([CH2:63][CH2:64][CH2:65][CH2:66][CH2:67][CH2:68][O:69][C:70]2[CH:75]=[C:74]([C:76](=[O:89])[NH:77][CH2:78][C:79]3[CH:84]=[CH:83][CH:82]=[CH:81][C:80]=3[O:85][CH:86]([F:88])[F:87])[CH:73]=[C:72](Br)[CH:71]=2)[C:58]=1[CH2:91][CH2:92][C:93]([O:95][CH2:96][CH3:97])=[O:94])[CH3:50].FC1C=CC=CC=1B(O)O.C(=O)([O-])[O-].[Cs+].[Cs+]. Product: [CH2:49]([O:51][C:52](=[O:98])[CH2:53][CH2:54][CH2:55][O:56][C:57]1[CH:62]=[CH:61][CH:60]=[C:59]([CH2:63][CH2:64][CH2:65][CH2:66][CH2:67][CH2:68][O:69][C:70]2[CH:71]=[C:72]([C:36]3[CH:37]=[CH:38][CH:33]=[CH:34][C:35]=3[F:40])[CH:73]=[C:74]([C:76](=[O:89])[NH:77][CH2:78][C:79]3[CH:84]=[CH:83][CH:82]=[CH:81][C:80]=3[O:85][CH:86]([F:88])[F:87])[CH:75]=2)[C:58]=1[CH2:91][CH2:92][C:93]([O:95][CH2:96][CH3:97])=[O:94])[CH3:50]. The catalyst class is: 438. (2) Reactant: [Cl:1][C:2]1[CH:7]=[CH:6][C:5]([C@:8]2([O:17][C@H:16]([CH2:18][OH:19])[C@@H:14]([OH:15])[C@H:12]([OH:13])[C@H:10]2[OH:11])[OH:9])=[CH:4][C:3]=1[CH2:20][C:21]1[CH:26]=[CH:25][C:24]([OH:27])=[CH:23][CH:22]=1.C1(C)C=CC(S([O:37][CH:38]2[CH2:42][CH2:41][CH:40](O)[CH2:39]2)(=O)=O)=CC=1.C(=O)([O-])[O-].[Cs+].[Cs+].O. Product: [Cl:1][C:2]1[CH:7]=[CH:6][C:5]([C@:8]2([O:17][C@H:16]([CH2:18][OH:19])[C@@H:14]([OH:15])[C@H:12]([OH:13])[C@H:10]2[OH:11])[OH:9])=[CH:4][C:3]=1[CH2:20][C:21]1[CH:22]=[CH:23][C:24]([O:27][CH:40]2[CH2:41][CH2:42][CH:38]([OH:37])[CH2:39]2)=[CH:25][CH:26]=1. The catalyst class is: 9. (3) The catalyst class is: 15. Product: [CH3:1][C:2]1[CH:12]=[C:11]([CH3:13])[C:10]([CH3:14])=[CH:9][C:3]=1[CH2:4][C:5]([OH:7])=[O:6]. Reactant: [CH3:1][C:2]1[CH:12]=[C:11]([CH3:13])[C:10]([CH3:14])=[CH:9][C:3]=1[CH:4](O)[C:5]([OH:7])=[O:6].Cl. (4) Reactant: [C:1]([O:5][C:6]([N:8]1[CH2:12][CH2:11][CH:10]([OH:13])[CH2:9]1)=[O:7])([CH3:4])([CH3:3])[CH3:2].C(N(C(C)C)C(C)C)C.[CH3:23][S:24](Cl)(=[O:26])=[O:25].CC(=O)OCC. Product: [C:1]([O:5][C:6]([N:8]1[CH2:12][CH2:11][CH:10]([O:13][S:24]([CH3:23])(=[O:26])=[O:25])[CH2:9]1)=[O:7])([CH3:4])([CH3:2])[CH3:3]. The catalyst class is: 2. (5) Reactant: CN([CH:4]=[O:5])C.O=P(Cl)(Cl)Cl.[CH3:11][O:12][C:13]([N:15]1[CH:20]=[CH:19][CH2:18][C:17]([CH:21]2[CH2:25][CH2:24][CH2:23][N:22]2[CH3:26])=[CH:16]1)=[O:14].CC([O-])=O.[Na+].C([O-])(O)=O.[Na+]. Product: [CH3:11][O:12][C:13]([N:15]1[CH:16]=[C:17]([C@@H:21]2[CH2:25][CH2:24][CH2:23][N:22]2[CH3:26])[CH2:18][C:19]([CH:4]=[O:5])=[CH:20]1)=[O:14]. The catalyst class is: 34. (6) Reactant: Br[CH2:2]/[CH:3]=[CH:4]/[C:5]([NH:7][C:8]1[CH:9]=[C:10]2[C:15](=[CH:16][C:17]=1[O:18][CH2:19][CH3:20])[N:14]=[CH:13][N:12]=[C:11]2[NH:21][C:22]1[CH:27]=[CH:26][C:25]([O:28][CH2:29][C:30]2[CH:35]=[CH:34][CH:33]=[CH:32][N:31]=2)=[C:24]([Cl:36])[CH:23]=1)=[O:6].CCN(C(C)C)C(C)C.[O:46]1[C@H:51]2[CH2:52][NH:53][CH2:54][C@H:50]2[O:49][CH2:48][CH2:47]1.O. Product: [Cl:36][C:24]1[CH:23]=[C:22]([NH:21][C:11]2[C:10]3[C:15](=[CH:16][C:17]([O:18][CH2:19][CH3:20])=[C:8]([NH:7][C:5](=[O:6])/[CH:4]=[CH:3]/[CH2:2][N:53]4[CH2:52][C@H:51]5[O:46][CH2:47][CH2:48][O:49][C@H:50]5[CH2:54]4)[CH:9]=3)[N:14]=[CH:13][N:12]=2)[CH:27]=[CH:26][C:25]=1[O:28][CH2:29][C:30]1[CH:35]=[CH:34][CH:33]=[CH:32][N:31]=1. The catalyst class is: 44. (7) Reactant: C(Cl)(=O)C(Cl)=O.CS(C)=O.[Br:11][C:12]1[CH:13]=[C:14]([C:18]([CH3:22])([CH3:21])[CH2:19][OH:20])[CH:15]=[N:16][CH:17]=1.C(N(CC)CC)C. Product: [Br:11][C:12]1[CH:13]=[C:14]([C:18]([CH3:22])([CH3:21])[CH:19]=[O:20])[CH:15]=[N:16][CH:17]=1. The catalyst class is: 4. (8) Reactant: [CH3:1][O:2][C:3]1[CH:20]=[CH:19][C:6]2[NH:7][C:8](=[O:18])[CH2:9][N:10](C(=O)C(F)(F)F)[CH2:11][C:5]=2[C:4]=1[N+:21]([O-:23])=[O:22].N. Product: [CH3:1][O:2][C:3]1[CH:20]=[CH:19][C:6]2[NH:7][C:8](=[O:18])[CH2:9][NH:10][CH2:11][C:5]=2[C:4]=1[N+:21]([O-:23])=[O:22]. The catalyst class is: 5.